From a dataset of Catalyst prediction with 721,799 reactions and 888 catalyst types from USPTO. Predict which catalyst facilitates the given reaction. (1) Reactant: [CH:1]1([C:4]2[CH:5]=[C:6]([C@@H:16]([CH2:29][C@H:30]3[CH2:34][CH2:33][C:32](=[O:35])[CH2:31]3)[C:17]([NH:19][C:20]3[N:21]=[CH:22][C:23]([C:26](O)=O)=[N:24][CH:25]=3)=[O:18])[CH:7]=[CH:8][C:9]=2[S:10]([CH:13]2[CH2:15][CH2:14]2)(=[O:12])=[O:11])[CH2:3][CH2:2]1.[OH:36]N1C2C=CC=CC=2N=N1.Cl.[CH3:47][N:48]([CH3:57])[CH2:49]CCN=C=NCC.Cl.CNC. Product: [CH:1]1([C:4]2[CH:5]=[C:6]([C@@H:16]([CH2:29][C@H:30]3[CH2:34][CH2:33][C:32](=[O:35])[CH2:31]3)[C:17]([NH:19][C:20]3[N:21]=[CH:22][C:23]([CH2:26][C:49]([N:48]([CH3:57])[CH3:47])=[O:36])=[N:24][CH:25]=3)=[O:18])[CH:7]=[CH:8][C:9]=2[S:10]([CH:13]2[CH2:14][CH2:15]2)(=[O:11])=[O:12])[CH2:2][CH2:3]1. The catalyst class is: 851. (2) Reactant: [C:1]1([C:13]2[C:14](=[O:28])[NH:15][C:16](=[O:27])[C:17]=2[C:18]2[C:26]3[C:21](=[CH:22][CH:23]=[CH:24][CH:25]=3)[NH:20][CH:19]=2)[C:11]2=[C:12]3[C:7](=[CH:8][CH:9]=[CH:10]2)[S:6][CH2:5][CH2:4][N:3]3[CH:2]=1.ClC1C=CC=C(C(OO)=[O:37])C=1.S(=O)(O)[O-].[Na+].C(=O)(O)[O-].[Na+]. Product: [NH:20]1[C:21]2[C:26](=[CH:25][CH:24]=[CH:23][CH:22]=2)[C:18]([C:17]2[C:16](=[O:27])[NH:15][C:14](=[O:28])[C:13]=2[C:1]2[C:11]3=[C:12]4[C:7](=[CH:8][CH:9]=[CH:10]3)[S:6](=[O:37])[CH2:5][CH2:4][N:3]4[CH:2]=2)=[CH:19]1. The catalyst class is: 4.